Predict the reactants needed to synthesize the given product. From a dataset of Full USPTO retrosynthesis dataset with 1.9M reactions from patents (1976-2016). (1) Given the product [CH3:1][O:2][C:3](=[O:10])[C:4]([CH3:9])([CH3:8])[C@H:5]([OH:7])[CH3:6], predict the reactants needed to synthesize it. The reactants are: [CH3:1][O:2][C:3](=[O:10])[C:4]([CH3:9])([CH3:8])[C:5](=[O:7])[CH3:6]. (2) Given the product [N:3]1[CH:4]=[CH:5][CH:6]=[N:7][C:2]=1[N:8]1[CH2:9][CH:10]=[C:11]([C:14]([OH:16])=[O:15])[CH2:12][CH2:13]1, predict the reactants needed to synthesize it. The reactants are: Cl[C:2]1[N:7]=[CH:6][CH:5]=[CH:4][N:3]=1.[NH:8]1[CH2:13][CH:12]=[C:11]([C:14]([OH:16])=[O:15])[CH2:10][CH2:9]1. (3) Given the product [N:21]([CH2:16][C:13]1[CH:12]=[CH:11][C:10]([Cl:18])=[C:9]([O:8][C:6]2[CH:7]=[C:2]([Br:1])[CH:3]=[C:4]([F:20])[C:5]=2[Cl:19])[C:14]=1[F:15])=[N+:22]=[N-:23], predict the reactants needed to synthesize it. The reactants are: [Br:1][C:2]1[CH:3]=[C:4]([F:20])[C:5]([Cl:19])=[C:6]([O:8][C:9]2[C:14]([F:15])=[C:13]([CH2:16]Br)[CH:12]=[CH:11][C:10]=2[Cl:18])[CH:7]=1.[N-:21]=[N+:22]=[N-:23].[Na+]. (4) Given the product [C:1]([C:4]1[C:12]2[C:7](=[CH:8][CH:9]=[C:10]([O:13][CH2:14][C:15]3[N:16]=[CH:17][S:28][CH:27]=3)[CH:11]=2)[N:6]([CH2:21][C:22]([OH:24])=[O:23])[N:5]=1)(=[O:3])[CH3:2], predict the reactants needed to synthesize it. The reactants are: [C:1]([C:4]1[C:12]2[C:7](=[CH:8][CH:9]=[C:10]([O:13][CH2:14][C:15]3N=CC=[CH:17][N:16]=3)[CH:11]=2)[N:6]([CH2:21][C:22]([OH:24])=[O:23])[N:5]=1)(=[O:3])[CH3:2].BrC[C:27]1[S:28]C=CN=1.ClCC1N=CC=CN=1.C([O-])([O-])=O.[K+].[K+]. (5) The reactants are: C[N+]1([O-])CC[O:5]CC1.[CH3:9][C:10]([CH3:12])=[O:11].[CH3:13][C:14]1(C)[O:40][C:18]2[CH:19]=[CH:20][C:21]3[C:34](=[O:35])[C@@H:33]4[C@@H:24]([CH2:25][O:26][C:27]5[C:32]4=[CH:31][C:30]([O:36][CH3:37])=[C:29]([O:38][CH3:39])[CH:28]=5)[O:23][C:22]=3C=2C=[CH:15]1.S([O-])([O-])=O. Given the product [OH:11][CH:10]1[C:12]2[C:22]3[O:23][C@@H:24]4[CH2:25][O:26][C:27]5[C:32]([C@@H:33]4[C:34](=[O:35])[C:21]=3[CH:20]=[CH:19][C:18]=2[O:40][C:14]([CH3:15])([CH3:13])[CH:9]1[OH:5])=[CH:31][C:30]([O:36][CH3:37])=[C:29]([O:38][CH3:39])[CH:28]=5, predict the reactants needed to synthesize it. (6) Given the product [F:1][C:2]([F:7])([F:6])[C:3]([OH:5])=[O:4].[C:10]([N:26]1[C:25]2[CH:37]=[C:21]([CH:22]=[CH:23][CH:24]=2)[NH:20][C:19]2=[N:35][C:34](=[C:16]([Cl:15])[CH:17]=[N:18]2)[NH:33][C:32]2=[CH:36][C:28](=[CH:29][CH:30]=[CH:31]2)[CH2:27]1)(=[O:12])[CH3:9], predict the reactants needed to synthesize it. The reactants are: [F:1][C:2]([F:7])([F:6])[C:3]([OH:5])=[O:4].F[C:9](F)(F)[C:10]([OH:12])=O.[Cl:15][C:16]1[CH:17]=[N:18][C:19]2[NH:20][C:21]3[CH:22]=[CH:23][CH:24]=[C:25]([CH:37]=3)[NH:26][CH2:27][C:28]3[CH:36]=[C:32]([NH:33][C:34]=1[N:35]=2)[CH:31]=[CH:30][CH:29]=3.N1C=CC=CC=1.C(OC(=O)C)(=O)C. (7) Given the product [F:7][C:8]1[CH:27]=[CH:26][C:11]([CH:12]2[C:14]3[C:15](=[CH:16][C:17]([CH2:18][OH:19])=[CH:21][CH:22]=3)[CH2:23][O:24]2)=[CH:10][CH:9]=1, predict the reactants needed to synthesize it. The reactants are: [H-].[Al+3].[Li+].[H-].[H-].[H-].[F:7][C:8]1[CH:27]=[CH:26][C:11]([C:12]([C:14]2[CH:22]=[CH:21][C:17]([C:18](O)=[O:19])=[CH:16][C:15]=2[C:23](O)=[O:24])=O)=[CH:10][CH:9]=1.Cl. (8) Given the product [F:21][C:20]([F:23])([F:22])[C:18]1[CH2:17][N:13]2[CH:14]=[CH:15][C:16]3[C:11]([CH:10]=[C:4]([C:5]([O:7][CH2:8][CH3:9])=[O:6])[N:1]=3)=[C:12]2[N:19]=1, predict the reactants needed to synthesize it. The reactants are: [N:1]([C:4](=[CH:10][C:11]1[C:12]2[N:13]([CH:17]=[C:18]([C:20]([F:23])([F:22])[F:21])[N:19]=2)[CH:14]=[CH:15][CH:16]=1)[C:5]([O:7][CH2:8][CH3:9])=[O:6])=[N+]=[N-].[K+].[Br-].